This data is from Forward reaction prediction with 1.9M reactions from USPTO patents (1976-2016). The task is: Predict the product of the given reaction. (1) Given the reactants O[CH2:2][C:3]1[CH:11]=[CH:10][C:6]2[N:7]=[CH:8][S:9][C:5]=2[CH:4]=1.N1C=CC=CC=1.P(Cl)(Cl)(Cl)(Cl)[Cl:19], predict the reaction product. The product is: [Cl:19][CH2:2][C:3]1[CH:11]=[CH:10][C:6]2[N:7]=[CH:8][S:9][C:5]=2[CH:4]=1. (2) Given the reactants C([N:3]([CH2:6]C)CC)C.[C:8]([OH:13])(=O)[C:9](O)=[O:10].[NH2:14][C@H:15]1[CH2:20][CH2:19][C@H:18]([C:21]([N:23]([CH3:25])[CH3:24])=[O:22])[CH2:17][C@H:16]1[NH:26][C:27](=[O:33])[O:28][C:29]([CH3:32])([CH3:31])[CH3:30].[ClH:34].O=[CH:36][C:37](O)=O.O.[C:41](#[N:43])[CH3:42], predict the reaction product. The product is: [C:29]([O:28][C:27](=[O:33])[NH:26][C@@H:16]1[CH2:17][C@@H:18]([C:21]([N:23]([CH3:24])[CH3:25])=[O:22])[CH2:19][CH2:20][C@@H:15]1[NH:14][C:8](=[O:13])[C:9]([NH:43][C:41]1[CH:42]=[CH:36][C:37]([Cl:34])=[CH:6][N:3]=1)=[O:10])([CH3:30])([CH3:32])[CH3:31].